This data is from Experimentally validated miRNA-target interactions with 360,000+ pairs, plus equal number of negative samples. The task is: Binary Classification. Given a miRNA mature sequence and a target amino acid sequence, predict their likelihood of interaction. (1) The miRNA is hsa-miR-3927-5p with sequence GCCUAUCACAUAUCUGCCUGU. The protein sequence of the target gene is MLHHHCRRNPELQEELQIQAAVAAGDVHTVRKMLEQGYSPNGRDANGWTLLHFSAARGKERCVRVFLEHGADPTVKDLIGGFTALHYAAMHGRARIARLMLESEYRSDIINAKSNDGWTPLHVAAHYGRDSFVRLLLEFKAEVDPLSDKGTTPLQLAIIRERSSCVKILLDHNANIDIQNGFLLRYAVIKSNHSYCRMFLQRGADTNLGRLEDGQTPLHLSALRDDVLCARMLYNYGADTNTRNYEGQTPLAVSISISGSSRPCLDFLQEVTRQPRNLQDLCRIKIRQCIGLQNLKLLDE.... Result: 1 (interaction). (2) The miRNA is mmu-miR-133b-3p with sequence UUUGGUCCCCUUCAACCAGCUA. The protein sequence of the target gene is MQPYQRLLALGFLLLTLPWGQTSEFQDSDLLQFLGLEKAPSPHRFQPVPRVLRKIIRAREAAAASGASQDLCYVKELGVRGNLLQLLPDQGFFLNTQKPFQDGSCLQKVLYFNLSAIKEKAKLTMAQLTLDLGPRSYYNLRPELVVALSVVQDRGVWGRSHPKVGRLLFLRSVPGPQGQLQFNLQGALKDWSSNRLKNLDLHLEILVKEDRYSRVTVQPENPCDRLLRSLHASLLVVTLNPKHCHPSSRKRRAAISVPKGFCRNFCHRHQLFINFQDLGWHKWVIAPKGFMANYCHGECP.... Result: 1 (interaction). (3) The miRNA is hsa-miR-3124-3p with sequence ACUUUCCUCACUCCCGUGAAGU. The protein sequence of the target gene is MSYMLPHLHNGWQVDQAILSEEDRVVVIRFGHDWDPTCMKMDEVLYSIAEKVKNFAVIYLVDITEVPDFNKMYELYDPCTVMFFFRNKHIMIDLGTGNNNKINWAMEDKQEMVDIIETVYRGARKGRGLVVSPKDYSTKYRY. Result: 0 (no interaction). (4) The miRNA is hsa-miR-433-3p with sequence AUCAUGAUGGGCUCCUCGGUGU. The protein sequence of the target gene is MAPLAEVGGFLGGLEGLGQQVGSHFLLPPAGERPPLLGERRSAAERSARGGPGAAQLAHLHGILRRRQLYCRTGFHLQILPDGSVQGTRQDHSLFGILEFISVAVGLVSIRGVDSGLYLGMNDKGELYGSEKLTSECIFREQFEENWYNTYSSNIYKHGDTGRRYFVALNKDGTPRDGARSKRHQKFTHFLPRPVDPERVPELYKDLLMYT. Result: 1 (interaction). (5) The miRNA is hsa-miR-889-5p with sequence AAUGGCUGUCCGUAGUAUGGUC. The protein sequence of the target gene is MAGTVRTACLVVAMLLSLDFPGQAQPPPPPPDATCHQVRSFFQRLQPGLKWVPETPVPGSDLQVCLPKGPTCCSRKMEEKYQLTARLNMEQLLQSASMELKFLIIQNAAVFQEAFEIVVRHAKNYTNAMFKNNYPSLTPQAFEFVGEFFTDVSLYILGSDINVDDMVNELFDSLFPVIYTQLMNPGLPDSALDINECLRGARRDLKVFGNFPKLIMTQVSKSLQVTRIFLQALNLGIEVINTTDHLKFSKDCGRMLTRMWYCSYCQGLMMVKPCGGYCNVVMQGCMAGVVEIDKYWREYI.... Result: 0 (no interaction). (6) Result: 0 (no interaction). The miRNA is hsa-miR-4264 with sequence ACUCAGUCAUGGUCAUU. The protein sequence of the target gene is MAHRKLESVGSGMLDHRVRPGPVPHSQEPESEDMELPLEGYVPEGLELAALRPESPAPEEQECHNHSPDGDSSSDYVNNTSEEEDYDEGLPEEEEGITYYIRYCPEDDSYLEGMDCNGEEYLAHSAHPVDTDECQEAVEEWTDSAGPHPHGHEAEGSQDYPDGQLPIPEDEPSVLEAHDQEEDGHYCASKEGYQDYYPEEANGNTGASPYRLRRGDGDLEDQEEDIDQIVAEIKMSLSMTSITSASEASPEHGPEPGPEDSVEACPPIKASCSPSRHEARPKSLNLLPEAKHPGDPQRGF....